Task: Predict the reactants needed to synthesize the given product.. Dataset: Full USPTO retrosynthesis dataset with 1.9M reactions from patents (1976-2016) (1) Given the product [F:1][C:2]1([F:30])[CH2:8][N:7]([CH:9]([CH3:11])[CH3:10])[C:6]2[N:12]=[C:13]([NH:16][C:17]3[CH:25]=[CH:24][C:20]([C:21]([NH:33][CH3:31])=[O:23])=[CH:19][C:18]=3[O:26][CH3:27])[N:14]=[CH:15][C:5]=2[N:4]([CH3:28])[C:3]1=[O:29], predict the reactants needed to synthesize it. The reactants are: [F:1][C:2]1([F:30])[CH2:8][N:7]([CH:9]([CH3:11])[CH3:10])[C:6]2[N:12]=[C:13]([NH:16][C:17]3[CH:25]=[CH:24][C:20]([C:21]([OH:23])=O)=[CH:19][C:18]=3[O:26][CH3:27])[N:14]=[CH:15][C:5]=2[N:4]([CH3:28])[C:3]1=[O:29].[CH2:31]([N:33](C(C)C)C(C)C)C.Cl.CN. (2) Given the product [CH3:1][N:2]([CH3:13])[C:3]1[CH:4]=[CH:5][C:6]([C:9]([NH:11][NH:12][C:15]([NH:14][C:21]2[CH:20]=[CH:19][C:18]([Cl:17])=[C:23]([Cl:24])[CH:22]=2)=[S:16])=[O:10])=[CH:7][CH:8]=1, predict the reactants needed to synthesize it. The reactants are: [CH3:1][N:2]([CH3:13])[C:3]1[CH:8]=[CH:7][C:6]([C:9]([NH:11][NH2:12])=[O:10])=[CH:5][CH:4]=1.[N-:14]=[C:15]=[S:16].[Cl:17][C:18]1[CH:19]=[CH:20][CH:21]=[CH:22][C:23]=1[Cl:24]. (3) Given the product [ClH:18].[F:20][C:19]([F:22])([F:21])[C:13]1[CH:14]=[CH:15][CH:16]=[C:17]([Cl:18])[C:12]=1[NH:11][C:9]1[NH:1][C:2]2[CH:7]=[CH:6][CH:5]=[CH:4][C:3]=2[N:8]=1, predict the reactants needed to synthesize it. The reactants are: [NH2:1][C:2]1[CH:7]=[CH:6][CH:5]=[CH:4][C:3]=1[NH:8][C:9]([NH:11][C:12]1[C:17]([Cl:18])=[CH:16][CH:15]=[CH:14][C:13]=1[C:19]([F:22])([F:21])[F:20])=O. (4) Given the product [Cl:1][C:2]1[N:6]([CH3:7])[N:5]=[CH:4][C:3]=1[C:8]([NH:22][C:23]1[CH:44]=[CH:43][CH:42]=[C:25]([O:26][C:27]2[CH:28]=[CH:29][C:30]3[N:31]([N:33]=[C:34]([NH:36][C:37]([CH:39]4[CH2:40][CH2:41]4)=[O:38])[N:35]=3)[CH:32]=2)[CH:24]=1)=[O:10], predict the reactants needed to synthesize it. The reactants are: [Cl:1][C:2]1[N:6]([CH3:7])[N:5]=[CH:4][C:3]=1[C:8]([OH:10])=O.O1CCCC1.C(Cl)(=O)C(Cl)=O.[NH2:22][C:23]1[CH:24]=[C:25]([CH:42]=[CH:43][CH:44]=1)[O:26][C:27]1[CH:28]=[CH:29][C:30]2[N:31]([N:33]=[C:34]([NH:36][C:37]([CH:39]3[CH2:41][CH2:40]3)=[O:38])[N:35]=2)[CH:32]=1.